This data is from NCI-60 drug combinations with 297,098 pairs across 59 cell lines. The task is: Regression. Given two drug SMILES strings and cell line genomic features, predict the synergy score measuring deviation from expected non-interaction effect. (1) Drug 1: CC(C1=C(C=CC(=C1Cl)F)Cl)OC2=C(N=CC(=C2)C3=CN(N=C3)C4CCNCC4)N. Drug 2: C1CC(C1)(C(=O)O)C(=O)O.[NH2-].[NH2-].[Pt+2]. Cell line: MDA-MB-435. Synergy scores: CSS=18.2, Synergy_ZIP=-4.98, Synergy_Bliss=6.57, Synergy_Loewe=-3.84, Synergy_HSA=3.75. (2) Drug 1: CC12CCC3C(C1CCC2=O)CC(=C)C4=CC(=O)C=CC34C. Drug 2: C1=NC2=C(N=C(N=C2N1C3C(C(C(O3)CO)O)F)Cl)N. Cell line: HL-60(TB). Synergy scores: CSS=97.7, Synergy_ZIP=8.12, Synergy_Bliss=9.90, Synergy_Loewe=-13.6, Synergy_HSA=9.73. (3) Drug 1: CCCCCOC(=O)NC1=NC(=O)N(C=C1F)C2C(C(C(O2)C)O)O. Drug 2: C1=NC(=NC(=O)N1C2C(C(C(O2)CO)O)O)N. Cell line: NCI/ADR-RES. Synergy scores: CSS=1.86, Synergy_ZIP=-0.135, Synergy_Bliss=1.90, Synergy_Loewe=-9.82, Synergy_HSA=-3.36. (4) Cell line: SF-539. Synergy scores: CSS=27.7, Synergy_ZIP=3.15, Synergy_Bliss=7.31, Synergy_Loewe=8.34, Synergy_HSA=8.27. Drug 1: CC(CN1CC(=O)NC(=O)C1)N2CC(=O)NC(=O)C2. Drug 2: CC1C(C(CC(O1)OC2CC(OC(C2O)C)OC3=CC4=CC5=C(C(=O)C(C(C5)C(C(=O)C(C(C)O)O)OC)OC6CC(C(C(O6)C)O)OC7CC(C(C(O7)C)O)OC8CC(C(C(O8)C)O)(C)O)C(=C4C(=C3C)O)O)O)O. (5) Drug 1: C1=CN(C=N1)CC(O)(P(=O)(O)O)P(=O)(O)O. Drug 2: C1C(C(OC1N2C=NC3=C2NC=NCC3O)CO)O. Cell line: A498. Synergy scores: CSS=4.62, Synergy_ZIP=1.50, Synergy_Bliss=3.75, Synergy_Loewe=4.10, Synergy_HSA=3.56. (6) Drug 1: COC1=CC(=CC(=C1O)OC)C2C3C(COC3=O)C(C4=CC5=C(C=C24)OCO5)OC6C(C(C7C(O6)COC(O7)C8=CC=CS8)O)O. Drug 2: B(C(CC(C)C)NC(=O)C(CC1=CC=CC=C1)NC(=O)C2=NC=CN=C2)(O)O. Cell line: HL-60(TB). Synergy scores: CSS=61.9, Synergy_ZIP=-0.752, Synergy_Bliss=2.88, Synergy_Loewe=6.19, Synergy_HSA=6.57. (7) Drug 1: COC1=C(C=C2C(=C1)N=CN=C2NC3=CC(=C(C=C3)F)Cl)OCCCN4CCOCC4. Drug 2: C1CN(CCN1C(=O)CCBr)C(=O)CCBr. Cell line: K-562. Synergy scores: CSS=42.6, Synergy_ZIP=9.29, Synergy_Bliss=9.31, Synergy_Loewe=11.8, Synergy_HSA=11.5.